Dataset: Full USPTO retrosynthesis dataset with 1.9M reactions from patents (1976-2016). Task: Predict the reactants needed to synthesize the given product. (1) Given the product [NH:6]1[C:7]2[C:12](=[CH:11][CH:10]=[CH:9][CH:8]=2)[C:4]([CH2:3][CH2:2][N:1]2[C:16](=[O:17])[C:15]3[C:14](=[CH:22][CH:21]=[CH:20][CH:19]=3)[C:13]2=[O:18])=[CH:5]1, predict the reactants needed to synthesize it. The reactants are: [NH2:1][CH2:2][CH2:3][C:4]1[C:12]2[C:7](=[CH:8][CH:9]=[CH:10][CH:11]=2)[NH:6][CH:5]=1.[C:13]1(=O)[O:18][C:16](=[O:17])[C:15]2=[CH:19][CH:20]=[CH:21][CH:22]=[C:14]12.O. (2) Given the product [CH2:11]([O:1][C:2]1[CH:9]=[CH:8][C:5]([CH:6]=[N+:22]([C:19]([CH3:21])([CH3:20])[CH3:18])[O-:23])=[CH:4][CH:3]=1)[CH2:12][CH2:13][CH2:14][CH2:15][CH2:16][CH3:17], predict the reactants needed to synthesize it. The reactants are: [OH:1][C:2]1[CH:9]=[CH:8][C:5]([CH:6]=O)=[CH:4][CH:3]=1.I[CH2:11][CH2:12][CH2:13][CH2:14][CH2:15][CH2:16][CH3:17].[CH3:18][C:19]([N+:22]([O-])=[O:23])([CH3:21])[CH3:20].